Dataset: CYP3A4 inhibition data for predicting drug metabolism from PubChem BioAssay. Task: Regression/Classification. Given a drug SMILES string, predict its absorption, distribution, metabolism, or excretion properties. Task type varies by dataset: regression for continuous measurements (e.g., permeability, clearance, half-life) or binary classification for categorical outcomes (e.g., BBB penetration, CYP inhibition). Dataset: cyp3a4_veith. (1) The result is 1 (inhibitor). The drug is COc1ccc(S(=O)(=O)n2ccc(-c3cnc(-c4ccccc4)s3)n2)cc1. (2) The compound is COc1ccc(/C=N\NC(=O)O)cc1. The result is 0 (non-inhibitor). (3) The compound is C=CCn1c(O)c(C(C)=NCCCN2CCOCC2)c(=O)[nH]c1=O. The result is 0 (non-inhibitor). (4) The compound is Cc1ccc(S(=O)(=O)/N=C(\c2ccc(Cl)cc2)N2CCOCC2)cc1. The result is 1 (inhibitor). (5) The molecule is COc1ccc2c(c1OC)C(=O)N(C(C)C(=O)O)C2=O. The result is 0 (non-inhibitor). (6) The drug is Cc1cnc(CNc2ncncc2-c2cccnc2)cn1. The result is 1 (inhibitor). (7) The molecule is Cc1cnc(CNc2ncnc3ccc(-c4ccccc4C(F)(F)F)cc23)cn1. The result is 1 (inhibitor). (8) The drug is COc1ccccc1CNc1ccnc(-c2ccc(N(C)C)cc2)n1. The result is 1 (inhibitor). (9) The molecule is CCCNC(C)(C)COC(=O)c1ccccc1. The result is 0 (non-inhibitor). (10) The compound is COc1ccccc1CN1CCC2(CC1)CCN(S(C)(=O)=O)CC2. The result is 0 (non-inhibitor).